Dataset: NCI-60 drug combinations with 297,098 pairs across 59 cell lines. Task: Regression. Given two drug SMILES strings and cell line genomic features, predict the synergy score measuring deviation from expected non-interaction effect. Drug 1: CCCCC(=O)OCC(=O)C1(CC(C2=C(C1)C(=C3C(=C2O)C(=O)C4=C(C3=O)C=CC=C4OC)O)OC5CC(C(C(O5)C)O)NC(=O)C(F)(F)F)O. Drug 2: CC1=C(C(=O)C2=C(C1=O)N3CC4C(C3(C2COC(=O)N)OC)N4)N. Cell line: HCT116. Synergy scores: CSS=58.4, Synergy_ZIP=-2.97, Synergy_Bliss=-3.84, Synergy_Loewe=-3.18, Synergy_HSA=0.205.